This data is from Forward reaction prediction with 1.9M reactions from USPTO patents (1976-2016). The task is: Predict the product of the given reaction. (1) Given the reactants C([O:4][CH2:5][CH2:6][C:7]1[C:12]([F:13])=[C:11]([NH:14][C:15](=[O:30])[C:16]([F:29])([F:28])[C:17]2[C:26]3[C:21](=[CH:22][CH:23]=[CH:24][CH:25]=3)[C:20]([F:27])=[CH:19][CH:18]=2)[CH:10]=[CH:9][C:8]=1[NH2:31])(=O)C.C1COCC1.C([O-])([O-])=O.[K+].[K+], predict the reaction product. The product is: [NH2:31][C:8]1[CH:9]=[CH:10][C:11]([NH:14][C:15](=[O:30])[C:16]([F:29])([F:28])[C:17]2[C:26]3[C:21](=[CH:22][CH:23]=[CH:24][CH:25]=3)[C:20]([F:27])=[CH:19][CH:18]=2)=[C:12]([F:13])[C:7]=1[CH2:6][CH2:5][OH:4]. (2) Given the reactants Br[C:2]1[C:3]([CH3:8])=[N:4][CH:5]=[CH:6][CH:7]=1.[C:9]1(B2OC(C)(C)C(C)(C)O2)[CH2:14][CH2:13][CH2:12][CH2:11][CH:10]=1.C(=O)([O-])[O-].[Cs+].[Cs+].O1CCOCC1, predict the reaction product. The product is: [C:9]1([C:2]2[C:3]([CH3:8])=[N:4][CH:5]=[CH:6][CH:7]=2)[CH2:14][CH2:13][CH2:12][CH2:11][CH:10]=1. (3) Given the reactants [F:1][C:2]1[CH:9]=[CH:8][C:5]([CH2:6][OH:7])=[CH:4][CH:3]=1.F[C:11]1[CH:16]=[CH:15][C:14]([N+:17]([O-:19])=[O:18])=[CH:13][CH:12]=1, predict the reaction product. The product is: [F:1][C:2]1[CH:9]=[CH:8][C:5]([CH2:6][O:7][C:11]2[CH:16]=[CH:15][C:14]([N+:17]([O-:19])=[O:18])=[CH:13][CH:12]=2)=[CH:4][CH:3]=1. (4) Given the reactants [CH2:1]([O:8][C:9]1[CH:14]=[C:13](Br)[CH:12]=[CH:11][C:10]=1[F:16])[C:2]1[CH:7]=[CH:6][CH:5]=[CH:4][CH:3]=1.[CH3:17][N:18]1[CH:22]=[C:21](B2OC(C)(C)C(C)(C)O2)[CH:20]=[N:19]1.C(=O)([O-])[O-].[Na+].[Na+].[OH-].[Na+], predict the reaction product. The product is: [CH2:1]([O:8][C:9]1[CH:14]=[C:13]([C:21]2[CH:20]=[N:19][N:18]([CH3:17])[CH:22]=2)[CH:12]=[CH:11][C:10]=1[F:16])[C:2]1[CH:7]=[CH:6][CH:5]=[CH:4][CH:3]=1.